This data is from Reaction yield outcomes from USPTO patents with 853,638 reactions. The task is: Predict the reaction yield, written as a fraction of the theoretical maximum amount of product (1.0 means a 100% yield; for example, 0.34 means a 34% yield). The reactants are [F:1][C:2]1[CH:3]=[C:4]([CH:8]=[C:9]([OH:11])[CH:10]=1)[C:5](O)=[O:6].[Cl-].C[NH3+].[CH2:15]([N:17](CC)CC)C.C1(N=C=NC2CCCCC2)CCCCC1. The catalyst is C(Cl)Cl.CN(C=O)C. The product is [F:1][C:2]1[CH:3]=[C:4]([CH:8]=[C:9]([OH:11])[CH:10]=1)[C:5]([NH:17][CH3:15])=[O:6]. The yield is 0.400.